From a dataset of Reaction yield outcomes from USPTO patents with 853,638 reactions. Predict the reaction yield, written as a fraction of the theoretical maximum amount of product (1.0 means a 100% yield; for example, 0.34 means a 34% yield). (1) The reactants are [F:1][C:2]([F:30])([F:29])[C:3]1[CH:4]=[C:5]([NH:9][C:10]([C:13]2[C:18]([NH:19]CC3C=CC(OC)=CC=3)=[N:17][CH:16]=[CH:15][N:14]=2)=[N:11][OH:12])[CH:6]=[CH:7][CH:8]=1. The catalyst is FC(F)(F)C(O)=O. The product is [NH2:19][C:18]1[C:13]([C:10](=[N:11][OH:12])[NH:9][C:5]2[CH:6]=[CH:7][CH:8]=[C:3]([C:2]([F:1])([F:30])[F:29])[CH:4]=2)=[N:14][CH:15]=[CH:16][N:17]=1. The yield is 0.550. (2) The reactants are [C:1]([C:6]1[CH:7]=[C:8]2[C:12](=[CH:13][CH:14]=1)[NH:11][CH:10]=[C:9]2[CH3:15])([O:3][CH2:4][CH3:5])=[O:2].[H-].[Na+].[CH3:18][C:19]1[CH:24]=[C:23]([CH3:25])[CH:22]=[C:21]([CH3:26])[C:20]=1[S:27](Cl)(=[O:29])=[O:28].[NH4+].[Cl-]. The catalyst is CN(C=O)C. The product is [C:1]([C:6]1[CH:7]=[C:8]2[C:12](=[CH:13][CH:14]=1)[N:11]([S:27]([C:20]1[C:21]([CH3:26])=[CH:22][C:23]([CH3:25])=[CH:24][C:19]=1[CH3:18])(=[O:29])=[O:28])[CH:10]=[C:9]2[CH3:15])([O:3][CH2:4][CH3:5])=[O:2]. The yield is 0.900. (3) The reactants are Cl[C:2]1[CH:7]=[CH:6][C:5]([C:8]2[CH:9]=[CH:10][C:11]([NH2:14])=[N:12][CH:13]=2)=[C:4]([F:15])[CH:3]=1.CC1(C)C(C)(C)[O:20][B:19](B2OC(C)(C)C(C)(C)O2)[O:18]1.CC([O-])=O.[K+].Cl. The catalyst is CCOC(C)=O.O1CCOCC1. The product is [NH2:14][C:11]1[N:12]=[CH:13][C:8]([C:5]2[CH:6]=[CH:7][C:2]([B:19]([OH:20])[OH:18])=[CH:3][C:4]=2[F:15])=[CH:9][CH:10]=1. The yield is 0.980.